From a dataset of Reaction yield outcomes from USPTO patents with 853,638 reactions. Predict the reaction yield, written as a fraction of the theoretical maximum amount of product (1.0 means a 100% yield; for example, 0.34 means a 34% yield). The reactants are [CH3:1][N:2]1[C:7](=[O:8])[C:6]([NH:9][C:10]2[CH:15]=[CH:14][C:13]([N:16]3[CH2:21][CH2:20][N:19]([CH:22]4[CH2:25][O:24][CH2:23]4)[CH2:18][CH2:17]3)=[CH:12][N:11]=2)=[CH:5][C:4]([C:26]2[CH:27]=[N:28][CH:29]=[C:30]([N:34]3[CH2:45][CH2:44][C:43]4[C:42]5[CH2:41][C:40]([CH3:47])([CH3:46])[CH2:39][C:38]=5[S:37][C:36]=4[C:35]3=[O:48])[C:31]=2[CH:32]=[O:33])=[CH:3]1.[BH4-].[Na+].[CH3:51][OH:52]. No catalyst specified. The product is [OH:33][CH2:32][C:31]1([CH:51]=[O:52])[C:30]([N:34]2[CH2:45][CH2:44][C:43]3[C:42]4[CH2:41][C:40]([CH3:46])([CH3:47])[CH2:39][C:38]=4[S:37][C:36]=3[C:35]2=[O:48])=[CH:29][N:28]=[CH:27][CH:26]1[C:4]1[CH:5]=[C:6]([NH:9][C:10]2[CH:15]=[CH:14][C:13]([N:16]3[CH2:17][CH2:18][N:19]([CH:22]4[CH2:23][O:24][CH2:25]4)[CH2:20][CH2:21]3)=[CH:12][N:11]=2)[C:7](=[O:8])[N:2]([CH3:1])[CH:3]=1. The yield is 0.450.